Task: Predict which catalyst facilitates the given reaction.. Dataset: Catalyst prediction with 721,799 reactions and 888 catalyst types from USPTO (1) Reactant: F[C:2]1[CH:7]=[CH:6][CH:5]=[C:4]([C:8]#[N:9])[C:3]=1[C:10]#[N:11].O.[NH2:13][NH2:14]. Product: [NH2:11][C:10]1[C:3]2[C:4]([C:8]#[N:9])=[CH:5][CH:6]=[CH:7][C:2]=2[NH:14][N:13]=1. The catalyst class is: 8. (2) Reactant: [CH:1]1[CH:2]=[CH:3][C:4]([CH2:7][C:8]2[C:9]3[N:13]([CH:14]=[C:15]([C:17]4[CH:18]=[CH:19][C:20](O)=[CH:21][CH:22]=4)[N:16]=2)[C:12]([OH:24])=[C:11]([CH2:25][C:26]2[CH:27]=[CH:28][C:29](O)=[CH:30][CH:31]=2)[N:10]=3)=[CH:5][CH:6]=1.[CH2:33]1N(CCO)CCN(CCS(O)(=O)=O)C1.[Cl-].[K+].C(N(CC(O)=O)CC(O)=O)CN(CC(O)=O)CC(O)=O.CCC(COC(C(N(CC[NH+](C)C)C)=O)(C1C=CC=CC=1)C1C=CC=CC=1)CC.[Cl-]. Product: [CH2:25]([C:11]1[N:10]=[C:9]2[C:8]([CH2:7][C:4]3[CH:5]=[CH:6][CH:1]=[CH:2][CH:3]=3)=[N:16][C:15]([C:17]3[CH:18]=[CH:19][CH:20]=[CH:21][CH:22]=3)=[CH:14][N:13]2[C:12]=1[O:24][CH3:33])[C:26]1[CH:31]=[CH:30][CH:29]=[CH:28][CH:27]=1. The catalyst class is: 610. (3) Reactant: [CH3:1][N:2]1[CH2:7][CH2:6][N:5]([NH:8][CH2:9][C:10]2[CH:38]=[CH:37][C:13]([C:14]([NH:16][C:17]3[CH:22]=[CH:21][C:20]([CH3:23])=[C:19]([NH:24][C:25]4[N:30]=[C:29]([C:31]5[CH:32]=[N:33][CH:34]=[CH:35][CH:36]=5)[CH:28]=[CH:27][N:26]=4)[CH:18]=3)=[O:15])=[CH:12][CH:11]=2)[CH2:4][CH2:3]1.[CH3:39][S:40]([OH:43])(=[O:42])=[O:41]. Product: [CH3:39][S:40]([OH:43])(=[O:42])=[O:41].[CH3:1][N:2]1[CH2:7][CH2:6][N:5]([NH:8][CH2:9][C:10]2[CH:38]=[CH:37][C:13]([C:14]([NH:16][C:17]3[CH:22]=[CH:21][C:20]([CH3:23])=[C:19]([NH:24][C:25]4[N:30]=[C:29]([C:31]5[CH:32]=[N:33][CH:34]=[CH:35][CH:36]=5)[CH:28]=[CH:27][N:26]=4)[CH:18]=3)=[O:15])=[CH:12][CH:11]=2)[CH2:4][CH2:3]1. The catalyst class is: 8. (4) Reactant: [O-]Cl=O.[Na+].[Cl:5][C:6]1[N:7]=[C:8]([CH2:21][O:22][Si:23]([C:26]([CH3:29])([CH3:28])[CH3:27])([CH3:25])[CH3:24])[N:9]([CH2:13][O:14][CH2:15][CH2:16][Si:17]([CH3:20])([CH3:19])[CH3:18])[C:10]=1[CH:11]=[O:12].CC(=CC)C.CC([OH:39])(C)C. Product: [Cl:5][C:6]1[N:7]=[C:8]([CH2:21][O:22][Si:23]([C:26]([CH3:29])([CH3:28])[CH3:27])([CH3:25])[CH3:24])[N:9]([CH2:13][O:14][CH2:15][CH2:16][Si:17]([CH3:20])([CH3:19])[CH3:18])[C:10]=1[C:11]([OH:39])=[O:12]. The catalyst class is: 90. (5) Reactant: [C:1]([NH:8][C@H:9]([C:13]([OH:15])=O)[C@@H:10]([CH3:12])[OH:11])([O:3][C:4]([CH3:7])([CH3:6])[CH3:5])=[O:2].Cl.Cl.[CH3:18][C:19]1[N:24]=[CH:23][C:22]([C:25]2[CH:26]=[N:27][C:28]([C@H:31]([NH2:33])[CH3:32])=[CH:29][CH:30]=2)=[CH:21][CH:20]=1.CN(C(ON1N=NC2C=CC=NC1=2)=[N+](C)C)C.F[P-](F)(F)(F)(F)F.C(N(C(C)C)CC)(C)C. Product: [C:4]([O:3][C:1](=[O:2])[NH:8][C@H:9]([C:13](=[O:15])[NH:33][C@@H:31]([C:28]1[N:27]=[CH:26][C:25]([C:22]2[CH:23]=[N:24][C:19]([CH3:18])=[CH:20][CH:21]=2)=[CH:30][CH:29]=1)[CH3:32])[C@H:10]([OH:11])[CH3:12])([CH3:5])([CH3:6])[CH3:7]. The catalyst class is: 1. (6) Reactant: Cl.C(N=C=NCCCN(C)C)C.Cl.[CH3:14][O:15][C:16]1[N:21]=[CH:20][C:19]([N:22]2[CH2:27][CH2:26][CH:25]([C:28]([OH:30])=O)[CH2:24][CH2:23]2)=[CH:18][C:17]=1[CH3:31].[Cl:32][C:33]1[C:41]2[C:36](=[CH:37][C:38]([S:42]([N:45]3[CH2:50][CH2:49][NH:48][CH2:47][CH2:46]3)(=[O:44])=[O:43])=[CH:39][CH:40]=2)[NH:35][CH:34]=1. Product: [Cl:32][C:33]1[C:41]2[C:36](=[CH:37][C:38]([S:42]([N:45]3[CH2:50][CH2:49][N:48]([C:28]([CH:25]4[CH2:24][CH2:23][N:22]([C:19]5[CH:20]=[N:21][C:16]([O:15][CH3:14])=[C:17]([CH3:31])[CH:18]=5)[CH2:27][CH2:26]4)=[O:30])[CH2:47][CH2:46]3)(=[O:43])=[O:44])=[CH:39][CH:40]=2)[NH:35][CH:34]=1. The catalyst class is: 9. (7) Reactant: [C:1]([O:5][C:6]([N:8]1[CH2:13][CH2:12][N:11]2[C:14](=[O:17])[CH2:15][CH2:16][C@H:10]2[C@@H:9]1[C:18]1[CH:23]=[CH:22][CH:21]=[C:20]([CH3:24])[C:19]=1[CH3:25])=[O:7])([CH3:4])([CH3:3])[CH3:2].[Li+].C[Si]([N-][Si](C)(C)C)(C)C.CN1C(=O)N(C)[CH2:40][CH2:39][CH2:38]1.[CH2:45](Br)[CH:46]=[CH2:47]. Product: [CH2:38]([C:15]1([CH2:47][CH:46]=[CH2:45])[C:14](=[O:17])[N:11]2[CH2:12][CH2:13][N:8]([C:6]([O:5][C:1]([CH3:4])([CH3:3])[CH3:2])=[O:7])[C@@H:9]([C:18]3[CH:23]=[CH:22][CH:21]=[C:20]([CH3:24])[C:19]=3[CH3:25])[CH:10]2[CH2:16]1)[CH:39]=[CH2:40]. The catalyst class is: 1. (8) Reactant: [H-].[Al+3].[Li+].[H-].[H-].[H-].[CH3:7][C:8]1[C:9](=[O:23])[CH:10]([CH3:22])[CH2:11][CH:12]([CH:14]2[CH2:18][CH:17]=[C:16]([CH3:19])[C:15]2([CH3:21])[CH3:20])[CH:13]=1.Cl. Product: [CH3:7][C:8]1[CH:9]([OH:23])[CH:10]([CH3:22])[CH2:11][CH:12]([CH:14]2[CH2:18][CH:17]=[C:16]([CH3:19])[C:15]2([CH3:21])[CH3:20])[CH:13]=1. The catalyst class is: 27. (9) Reactant: [CH3:1][C@@H:2]1[CH2:11][C:10]2[C:5](=[CH:6][CH:7]=[C:8]([CH:12]3[CH2:14][O:13]3)[CH:9]=2)[C:4](=[O:15])[O:3]1.[OH:16][CH:17]([C:25]1[N:30]=[CH:29][C:28]([C:31]#[N:32])=[C:27]([O:33][CH3:34])[CH:26]=1)[CH2:18][N:19]1[CH2:24][CH2:23][NH:22][CH2:21][CH2:20]1. Product: [OH:16][CH:17]([C:25]1[CH:26]=[C:27]([O:33][CH3:34])[C:28]([C:31]#[N:32])=[CH:29][N:30]=1)[CH2:18][N:19]1[CH2:20][CH2:21][N:22]([CH2:14][CH:12]([OH:13])[C:8]2[CH:9]=[C:10]3[C:5](=[CH:6][CH:7]=2)[C:4](=[O:15])[O:3][C@@H:2]([CH3:1])[CH2:11]3)[CH2:23][CH2:24]1. The catalyst class is: 8. (10) Reactant: [CH3:1][C:2]1[N:7]=[C:6]([C:8]#N)[C:5]([C:10]2[N:15]=[CH:14][C:13]([C:16]([F:19])([F:18])[F:17])=[CH:12][N:11]=2)=[CH:4][CH:3]=1.[OH2:20].C[OH:22]. Product: [CH3:1][C:2]1[N:7]=[C:6]([C:8]([OH:22])=[O:20])[C:5]([C:10]2[N:15]=[CH:14][C:13]([C:16]([F:19])([F:18])[F:17])=[CH:12][N:11]=2)=[CH:4][CH:3]=1. The catalyst class is: 33.